The task is: Predict the product of the given reaction.. This data is from Forward reaction prediction with 1.9M reactions from USPTO patents (1976-2016). (1) Given the reactants [Cl:1]C1C=CC(OCC2CCNCC2C2C=CC(F)=C(F)C=2)=NC=1.Cl.C(OC([N:32]1[CH2:37][CH2:36][CH:35]([CH2:38][O:39][C:40]2[CH:45]=[CH:44][C:43]([Cl:46])=[CH:42][N:41]=2)[CH:34]([C:47]2[CH:52]=[CH:51][CH:50]=[CH:49][CH:48]=2)[CH2:33]1)=O)(C)(C)C, predict the reaction product. The product is: [ClH:1].[Cl:46][C:43]1[CH:44]=[CH:45][C:40]([O:39][CH2:38][C@H:35]2[CH2:36][CH2:37][NH:32][CH2:33][C@@H:34]2[C:47]2[CH:48]=[CH:49][CH:50]=[CH:51][CH:52]=2)=[N:41][CH:42]=1. (2) Given the reactants Br[C:2]1[N:3]=[C:4]([CH3:7])[S:5][CH:6]=1.CC1(C)C(C)(C)OB([C:16]2[CH:17]=[C:18]3[C:23](=[C:24]([O:26][CH2:27][O:28][CH2:29][CH2:30][Si:31]([CH3:34])([CH3:33])[CH3:32])[CH:25]=2)[N:22]=[CH:21][N:20]([CH2:35][O:36][CH2:37][CH2:38][Si:39]([CH3:42])([CH3:41])[CH3:40])[C:19]3=[O:43])O1.C(=O)([O-])[O-].[K+].[K+].O, predict the reaction product. The product is: [CH3:7][C:4]1[S:5][CH:6]=[C:2]([C:16]2[CH:17]=[C:18]3[C:23](=[C:24]([O:26][CH2:27][O:28][CH2:29][CH2:30][Si:31]([CH3:34])([CH3:32])[CH3:33])[CH:25]=2)[N:22]=[CH:21][N:20]([CH2:35][O:36][CH2:37][CH2:38][Si:39]([CH3:42])([CH3:41])[CH3:40])[C:19]3=[O:43])[N:3]=1. (3) Given the reactants [C:1]([NH:4][C:5]1[CH:6]=[CH:7][C:8]2[O:12][CH2:11][CH2:10][C:9]=2[CH:13]=1)(=[O:3])[CH3:2].[N+:14]([O-])([OH:16])=[O:15], predict the reaction product. The product is: [C:1]([NH:4][C:5]1[C:6]([N+:14]([O-:16])=[O:15])=[CH:7][C:8]2[O:12][CH2:11][CH2:10][C:9]=2[CH:13]=1)(=[O:3])[CH3:2].